Dataset: Forward reaction prediction with 1.9M reactions from USPTO patents (1976-2016). Task: Predict the product of the given reaction. Given the reactants [CH3:1][C:2]1([CH3:17])[CH2:11][CH2:10][C:9]([CH3:13])([CH3:12])[C:8]2[CH:7]=[C:6](B(O)O)[CH:5]=[CH:4][C:3]1=2.Br[C:19]1[CH:20]=[C:21]([CH:24]=[O:25])[S:22][CH:23]=1, predict the reaction product. The product is: [CH3:1][C:2]1([CH3:17])[CH2:11][CH2:10][C:9]([CH3:13])([CH3:12])[C:8]2[CH:7]=[C:6]([C:19]3[CH:20]=[C:21]([CH:24]=[O:25])[S:22][CH:23]=3)[CH:5]=[CH:4][C:3]1=2.